From a dataset of Full USPTO retrosynthesis dataset with 1.9M reactions from patents (1976-2016). Predict the reactants needed to synthesize the given product. (1) Given the product [Cl:1][C:2]1[CH:3]=[CH:4][C:5]([C@H:8]([N:9]2[CH2:12][CH:11]([C@@H:13]([C:18]3[CH:19]=[C:20]([C:21]4[O:22][C:37](=[O:38])[NH:24][N:23]=4)[CH:25]=[C:26]([F:28])[CH:27]=3)[C:14]([F:17])([CH3:16])[CH3:15])[CH2:10]2)[C:29]2[CH:30]=[C:31]([CH:32]=[CH:33][CH:34]=2)[C:35]#[N:36])=[CH:6][CH:7]=1, predict the reactants needed to synthesize it. The reactants are: [Cl:1][C:2]1[CH:7]=[CH:6][C:5]([C@@H:8]([C:29]2[CH:34]=[CH:33][CH:32]=[C:31]([C:35]#[N:36])[CH:30]=2)[N:9]2[CH2:12][CH:11]([C@@H:13]([C:18]3[CH:19]=[C:20]([CH:25]=[C:26]([F:28])[CH:27]=3)[C:21]([NH:23][NH2:24])=[O:22])[C:14]([F:17])([CH3:16])[CH3:15])[CH2:10]2)=[CH:4][CH:3]=1.[C:37](Cl)(Cl)=[O:38]. (2) Given the product [CH2:1]([O:4][C@@H:5]1[CH2:9][N:8]([CH:10]2[CH2:11][CH2:12][N:13]([C:16]3[CH:21]=[CH:20][C:19]([C:22]([N:24]4[CH2:25][CH2:26][CH2:48][CH2:28][CH2:29]4)=[O:23])=[CH:18][CH:17]=3)[CH2:14][CH2:15]2)[CH2:7][C@H:6]1[NH:30][C:31](=[O:46])[CH2:32][NH:33][C:34](=[O:45])[C:35]1[CH:40]=[CH:39][CH:38]=[C:37]([C:41]([F:42])([F:44])[F:43])[CH:36]=1)[CH:2]=[CH2:3], predict the reactants needed to synthesize it. The reactants are: [CH2:1]([O:4][C@@H:5]1[CH2:9][N:8]([CH:10]2[CH2:15][CH2:14][N:13]([C:16]3[CH:21]=[CH:20][C:19]([C:22]([N:24]4[CH2:29][CH2:28]O[CH2:26][CH2:25]4)=[O:23])=[CH:18][CH:17]=3)[CH2:12][CH2:11]2)[CH2:7][C@H:6]1[NH:30][C:31](=[O:46])[CH2:32][NH:33][C:34](=[O:45])[C:35]1[CH:40]=[CH:39][CH:38]=[C:37]([C:41]([F:44])([F:43])[F:42])[CH:36]=1)[CH:2]=[CH2:3].N1(C(C2C=CC(N3CCC(=O)CC3)=CC=2)=O)CCOC[CH2:48]1.